From a dataset of NCI-60 drug combinations with 297,098 pairs across 59 cell lines. Regression. Given two drug SMILES strings and cell line genomic features, predict the synergy score measuring deviation from expected non-interaction effect. Drug 1: CC1=C2C(C(=O)C3(C(CC4C(C3C(C(C2(C)C)(CC1OC(=O)C(C(C5=CC=CC=C5)NC(=O)OC(C)(C)C)O)O)OC(=O)C6=CC=CC=C6)(CO4)OC(=O)C)OC)C)OC. Drug 2: COC1=NC(=NC2=C1N=CN2C3C(C(C(O3)CO)O)O)N. Cell line: SK-MEL-2. Synergy scores: CSS=23.2, Synergy_ZIP=-1.35, Synergy_Bliss=-7.44, Synergy_Loewe=-43.8, Synergy_HSA=-9.18.